Task: Predict the reaction yield, written as a fraction of the theoretical maximum amount of product (1.0 means a 100% yield; for example, 0.34 means a 34% yield).. Dataset: Reaction yield outcomes from USPTO patents with 853,638 reactions (1) The reactants are [NH2:1][C:2]1[CH:7]=[CH:6][C:5]([C:8]2[C:16]3[C:15]([NH2:17])=[N:14][CH:13]=[N:12][C:11]=3[S:10][C:9]=2[CH3:18])=[CH:4][CH:3]=1.N1C=CC=CC=1.[C:25]1([S:31](Cl)(=[O:33])=[O:32])[CH:30]=[CH:29][CH:28]=[CH:27][CH:26]=1. The catalyst is ClCCl.O. The product is [NH2:17][C:15]1[C:16]2[C:8]([C:5]3[CH:4]=[CH:3][C:2]([NH:1][S:31]([C:25]4[CH:30]=[CH:29][CH:28]=[CH:27][CH:26]=4)(=[O:33])=[O:32])=[CH:7][CH:6]=3)=[C:9]([CH3:18])[S:10][C:11]=2[N:12]=[CH:13][N:14]=1. The yield is 0.590. (2) The reactants are [F:1][C:2]([F:18])([F:17])[C:3]1[CH:4]=[CH:5][C:6]([C:9]2[CH:10]=[C:11]([CH:14]=[CH:15][CH:16]=2)[CH2:12][NH2:13])=[N:7][CH:8]=1.[F:19][C:20]1[CH:25]=[CH:24][C:23]([S:26]([N:29]([CH2:31][C:32](O)=[O:33])[CH3:30])(=[O:28])=[O:27])=[CH:22][CH:21]=1.CN(C(ON1N=NC2C=CC=NC1=2)=[N+](C)C)C.F[P-](F)(F)(F)(F)F.C(N(CC)C(C)C)(C)C.OS([O-])(=O)=O.[K+]. The catalyst is C(Cl)Cl. The product is [F:19][C:20]1[CH:21]=[CH:22][C:23]([S:26]([N:29]([CH3:30])[CH2:31][C:32]([NH:13][CH2:12][C:11]2[CH:14]=[CH:15][CH:16]=[C:9]([C:6]3[CH:5]=[CH:4][C:3]([C:2]([F:17])([F:1])[F:18])=[CH:8][N:7]=3)[CH:10]=2)=[O:33])(=[O:27])=[O:28])=[CH:24][CH:25]=1. The yield is 0.530. (3) The reactants are Cl[C:2]1[N:7]2[C:8]3[CH:14]=[CH:13][CH:12]=[N:11][C:9]=3[N:10]=[C:6]2[C:5]([C:15]#[N:16])=[C:4]([CH3:17])[C:3]=1[C:18]1[CH:23]=[CH:22][CH:21]=[CH:20][CH:19]=1.[C:24]([O:28][C:29]([N:31]([CH:33]1[CH2:36][NH:35][CH2:34]1)[CH3:32])=[O:30])([CH3:27])([CH3:26])[CH3:25].C(N(CC)CC)C. The catalyst is CN(C)C=O. The product is [CH3:17][C:4]1[C:3]([C:18]2[CH:23]=[CH:22][CH:21]=[CH:20][CH:19]=2)=[C:2]([N:35]2[CH2:36][CH:33]([N:31]([C:29]([O:28][C:24]([CH3:27])([CH3:26])[CH3:25])=[O:30])[CH3:32])[CH2:34]2)[N:7]2[C:8]3[CH:14]=[CH:13][CH:12]=[N:11][C:9]=3[N:10]=[C:6]2[C:5]=1[C:15]#[N:16]. The yield is 0.620. (4) The reactants are [F:1][C:2]1[C:10]([F:11])=[C:9]([NH:12][C:13]2[CH:18]=[CH:17][C:16]([I:19])=[CH:15][C:14]=2[CH3:20])[C:5]([C:6]([OH:8])=[O:7])=[CH:4][C:3]=1[C:21]([OH:23])=[O:22].[CH2:24]=O. The catalyst is ClCCl.O.C1(C)C=CC(S(O)(=O)=O)=CC=1. The product is [F:1][C:2]1[C:3]([C:21]([OH:23])=[O:22])=[CH:4][C:5]2[C:6](=[O:8])[O:7][CH2:24][N:12]([C:13]3[CH:18]=[CH:17][C:16]([I:19])=[CH:15][C:14]=3[CH3:20])[C:9]=2[C:10]=1[F:11]. The yield is 0.700. (5) The reactants are C(Cl)(=O)C([Cl:4])=O.[N:7]1([C:12]2[CH:17]=[CH:16][C:15]([S:18]([OH:21])(=O)=[O:19])=[CH:14][CH:13]=2)[CH2:11][CH2:10][CH2:9][CH2:8]1.CN(C)C=O. The catalyst is ClCCl. The product is [N:7]1([C:12]2[CH:17]=[CH:16][C:15]([S:18]([Cl:4])(=[O:21])=[O:19])=[CH:14][CH:13]=2)[CH2:11][CH2:10][CH2:9][CH2:8]1. The yield is 0.190. (6) The reactants are N1CCCCC1.[CH3:7][O:8][C:9]1[CH:16]=[CH:15][C:12]([CH:13]=O)=[CH:11][C:10]=1[O:17][C:18]#[C:19][CH2:20][CH2:21][CH3:22].C([CH2:26][C:27]([NH:29][C:30]1[CH:38]=[CH:37][CH:36]=[CH:35][C:31]=1[C:32]([OH:34])=[O:33])=[O:28])(O)=O.Cl. The catalyst is C1(C)C=CC=CC=1. The product is [CH3:7][O:8][C:9]1[CH:16]=[CH:15][C:12](/[CH:13]=[CH:26]/[C:27]([NH:29][C:30]2[CH:38]=[CH:37][CH:36]=[CH:35][C:31]=2[C:32]([OH:34])=[O:33])=[O:28])=[CH:11][C:10]=1[O:17][CH2:18][CH2:19][CH2:20][C:21]#[CH:22]. The yield is 0.770.